This data is from Forward reaction prediction with 1.9M reactions from USPTO patents (1976-2016). The task is: Predict the product of the given reaction. (1) Given the reactants [CH2:1]([C:7]1[CH2:16][CH2:15][C:14]2[CH:13]=[C:12]([C@H:17]3[CH2:26][CH2:25][C@@:19]4([NH:23][C:22](=[O:24])[O:21][CH2:20]4)[CH2:18]3)[CH:11]=[CH:10][C:9]=2[CH:8]=1)[CH2:2][CH2:3][CH2:4][CH2:5][CH3:6], predict the reaction product. The product is: [CH2:1]([CH:7]1[CH2:16][CH2:15][C:14]2[CH:13]=[C:12]([C@H:17]3[CH2:26][CH2:25][C@@:19]4([NH:23][C:22](=[O:24])[O:21][CH2:20]4)[CH2:18]3)[CH:11]=[CH:10][C:9]=2[CH2:8]1)[CH2:2][CH2:3][CH2:4][CH2:5][CH3:6]. (2) Given the reactants [CH2:1]([N:8]([C:23]([O:25][C:26]([CH3:29])([CH3:28])[CH3:27])=[O:24])[CH2:9][CH2:10][C:11]1[N:16]=[C:15]([C:17]([O:19]C)=O)[C:14]([OH:21])=[C:13]([OH:22])[N:12]=1)[C:2]1[CH:7]=[CH:6][CH:5]=[CH:4][CH:3]=1.[F:30][C:31]1[CH:38]=[CH:37][C:34]([CH2:35][NH2:36])=[CH:33][CH:32]=1, predict the reaction product. The product is: [CH2:1]([N:8]([CH2:9][CH2:10][C:11]1[N:16]=[C:15]([C:17]([NH:36][CH2:35][C:34]2[CH:37]=[CH:38][C:31]([F:30])=[CH:32][CH:33]=2)=[O:19])[C:14]([OH:21])=[C:13]([OH:22])[N:12]=1)[C:23](=[O:24])[O:25][C:26]([CH3:28])([CH3:27])[CH3:29])[C:2]1[CH:7]=[CH:6][CH:5]=[CH:4][CH:3]=1. (3) Given the reactants [CH2:1]([C:5]1=[CH:6][N:7]([C:24]([CH3:27])([CH3:26])[CH3:25])[S:8]/[C:9]/1=[N:10]\[C:11]([C:13]1([CH3:23])[CH2:17][CH2:16][CH:15]([C:18]([OH:20])=O)[C:14]1([CH3:22])[CH3:21])=[O:12])[CH2:2][CH2:3][CH3:4].Cl.[CH3:29][NH:30][CH3:31].C(N(CC)CC)C, predict the reaction product. The product is: [CH2:1]([C:5]1=[CH:6][N:7]([C:24]([CH3:27])([CH3:26])[CH3:25])[S:8]/[C:9]/1=[N:10]\[C:11]([C:13]1([CH3:23])[CH2:17][CH2:16][CH:15]([C:18]([N:30]([CH3:31])[CH3:29])=[O:20])[C:14]1([CH3:21])[CH3:22])=[O:12])[CH2:2][CH2:3][CH3:4]. (4) Given the reactants Cl[C:2]1[CH:7]=[C:6]([NH:8][C:9]2[CH:14]=[CH:13][CH:12]=[CH:11][C:10]=2[S:15]([CH:18]([CH3:20])[CH3:19])(=[O:17])=[O:16])[C:5]([C:21]([F:24])([F:23])[F:22])=[CH:4][N:3]=1.[Cl:25][C:26]1[CH:32]=[C:31]([P:33]([CH3:36])([CH3:35])=[O:34])[CH:30]=[CH:29][C:27]=1[NH2:28], predict the reaction product. The product is: [Cl:25][C:26]1[CH:32]=[C:31]([P:33]([CH3:35])([CH3:36])=[O:34])[CH:30]=[CH:29][C:27]=1[NH:28][C:2]1[CH:7]=[C:6]([NH:8][C:9]2[CH:14]=[CH:13][CH:12]=[CH:11][C:10]=2[S:15]([CH:18]([CH3:20])[CH3:19])(=[O:16])=[O:17])[C:5]([C:21]([F:24])([F:22])[F:23])=[CH:4][N:3]=1. (5) Given the reactants [CH3:1][NH:2][CH3:3].[CH:4]1([C@H:10]([NH:18][C:19]([C:21]2[CH:26]=[CH:25][C:24]([C:27]3[CH:32]=[CH:31][C:30]([CH:33]=O)=[CH:29][CH:28]=3)=[CH:23][C:22]=2[NH:35][C:36]([NH:38][C:39]2[C:44]([CH3:45])=[CH:43][C:42]([CH3:46])=[CH:41]C=2C)=[O:37])=[O:20])[C:11]([O:13][C:14]([CH3:17])([CH3:16])[CH3:15])=[O:12])[CH2:9][CH2:8][CH2:7][CH2:6][CH2:5]1.C(O[BH-](OC(=O)C)OC(=O)C)(=O)C.[Na+].C(OCC)(=O)C.Cl[CH2:69][CH2:70]Cl, predict the reaction product. The product is: [CH:4]1([C@H:10]([NH:18][C:19]([C:21]2[CH:26]=[CH:25][C:24]([C:27]3[CH:28]=[CH:29][C:30]([CH2:33][N:2]([CH3:3])[CH3:1])=[CH:31][CH:32]=3)=[CH:23][C:22]=2[NH:35][C:36]([NH:38][C:39]2[C:44]([CH3:45])=[CH:43][C:42]([CH3:46])=[CH:41][C:69]=2[CH3:70])=[O:37])=[O:20])[C:11]([O:13][C:14]([CH3:15])([CH3:17])[CH3:16])=[O:12])[CH2:9][CH2:8][CH2:7][CH2:6][CH2:5]1.